This data is from Catalyst prediction with 721,799 reactions and 888 catalyst types from USPTO. The task is: Predict which catalyst facilitates the given reaction. Reactant: [F:1][C:2]1[CH:3]=[N:4][C:5]2[CH:6]=[CH:7][C:8](=[O:31])[N:9]3[C@H:14]([CH2:15][N:16]4[CH2:21][CH2:20][C@@H:19]([NH:22]C(=O)OC(C)(C)C)[C@@H:18]([OH:30])[CH2:17]4)[CH2:13][O:12][C:11]=1[C:10]=23.[ClH:32].O1CCOCC1. Product: [ClH:32].[ClH:32].[NH2:22][C@@H:19]1[CH2:20][CH2:21][N:16]([CH2:15][C@H:14]2[N:9]3[C:10]4[C:11](=[C:2]([F:1])[CH:3]=[N:4][C:5]=4[CH:6]=[CH:7][C:8]3=[O:31])[O:12][CH2:13]2)[CH2:17][C@@H:18]1[OH:30]. The catalyst class is: 4.